Dataset: Reaction yield outcomes from USPTO patents with 853,638 reactions. Task: Predict the reaction yield, written as a fraction of the theoretical maximum amount of product (1.0 means a 100% yield; for example, 0.34 means a 34% yield). (1) The reactants are [CH3:1][O:2][C:3]([C:5]1[CH2:6][N:7]([C:30]([O:32][C:33]([CH3:36])([CH3:35])[CH3:34])=[O:31])[CH2:8][C:9]2([C:12]=1[C:13]1[CH:18]=[CH:17][C:16]([CH2:19][CH2:20][CH2:21][O:22][Si:23]([C:26]([CH3:29])([CH3:28])[CH3:27])([CH3:25])[CH3:24])=[CH:15][CH:14]=1)[CH2:11][CH2:10]2)=[O:4].COC(C1CN(C(OC(C)(C)C)=O)CC(C)(C)C=1OS(C(F)(F)F)(=O)=O)=O. No catalyst specified. The product is [CH3:1][O:2][C:3]([C:5]1[CH2:6][N:7]([C:30]([O:32][C:33]([CH3:36])([CH3:35])[CH3:34])=[O:31])[CH2:8][C:9]([CH3:10])([CH3:11])[C:12]=1[C:13]1[CH:18]=[CH:17][C:16]([CH2:19][CH2:20][CH2:21][O:22][Si:23]([C:26]([CH3:28])([CH3:29])[CH3:27])([CH3:24])[CH3:25])=[CH:15][CH:14]=1)=[O:4]. The yield is 0.400. (2) The reactants are [N+:1]([C:4]1[CH:5]=[CH:6][C:7]([NH:10][CH2:11][CH:12]2[CH2:17][CH2:16][O:15][CH2:14][CH2:13]2)=[N:8][CH:9]=1)([O-])=O. The catalyst is CCO.[Pd]. The product is [O:15]1[CH2:16][CH2:17][CH:12]([CH2:11][NH:10][C:7]2[CH:6]=[CH:5][C:4]([NH2:1])=[CH:9][N:8]=2)[CH2:13][CH2:14]1. The yield is 0.500. (3) The reactants are [Cl:1][C:2]1[CH:7]=[CH:6][CH:5]=[CH:4][C:3]=1[C:8]1[C:9]([C:34]([O:36]C)=[O:35])=[CH:10][C:11]([C:14]2[CH:15]=[CH:16][C:17]3[O:21][C:20]([C:22]4[CH:27]=[CH:26][C:25]([F:28])=[CH:24][CH:23]=4)=[C:19]([C:29](=[O:32])[NH:30][CH3:31])[C:18]=3[CH:33]=2)=[CH:12][CH:13]=1.[CH3:38]O.[OH-].[Na+].Cl. The catalyst is C(OCC)(=O)C.C1COCC1. The product is [Cl:1][C:2]1[CH:7]=[CH:6][CH:5]=[CH:4][C:3]=1[C:8]1[C:9]([C:34]([OH:36])=[O:35])=[CH:10][C:11]([C:14]2[CH:15]=[CH:16][C:17]3[O:21][C:20]([C:22]4[CH:23]=[CH:24][C:25]([F:28])=[CH:26][CH:27]=4)=[C:19]([C:29](=[O:32])[NH:30][CH3:31])[C:18]=3[CH:33]=2)=[C:12]([CH3:38])[CH:13]=1. The yield is 0.960.